From a dataset of NCI-60 drug combinations with 297,098 pairs across 59 cell lines. Regression. Given two drug SMILES strings and cell line genomic features, predict the synergy score measuring deviation from expected non-interaction effect. (1) Drug 1: C1=CC(=CC=C1CCC2=CNC3=C2C(=O)NC(=N3)N)C(=O)NC(CCC(=O)O)C(=O)O. Drug 2: CC1CCC2CC(C(=CC=CC=CC(CC(C(=O)C(C(C(=CC(C(=O)CC(OC(=O)C3CCCCN3C(=O)C(=O)C1(O2)O)C(C)CC4CCC(C(C4)OC)O)C)C)O)OC)C)C)C)OC. Cell line: LOX IMVI. Synergy scores: CSS=37.6, Synergy_ZIP=-6.46, Synergy_Bliss=-8.29, Synergy_Loewe=-8.36, Synergy_HSA=-5.48. (2) Drug 1: COC1=C(C=C2C(=C1)N=CN=C2NC3=CC(=C(C=C3)F)Cl)OCCCN4CCOCC4. Synergy scores: CSS=12.6, Synergy_ZIP=-2.23, Synergy_Bliss=4.12, Synergy_Loewe=-6.87, Synergy_HSA=0.388. Drug 2: CC1=CC2C(CCC3(C2CCC3(C(=O)C)OC(=O)C)C)C4(C1=CC(=O)CC4)C. Cell line: SK-MEL-28. (3) Drug 1: C1=NC2=C(N=C(N=C2N1C3C(C(C(O3)CO)O)F)Cl)N. Drug 2: C1CNP(=O)(OC1)N(CCCl)CCCl. Cell line: HT29. Synergy scores: CSS=-0.328, Synergy_ZIP=-0.341, Synergy_Bliss=-3.25, Synergy_Loewe=-1.92, Synergy_HSA=-4.66. (4) Drug 1: CC1=CC=C(C=C1)C2=CC(=NN2C3=CC=C(C=C3)S(=O)(=O)N)C(F)(F)F. Drug 2: CC1=C(C=C(C=C1)C(=O)NC2=CC(=CC(=C2)C(F)(F)F)N3C=C(N=C3)C)NC4=NC=CC(=N4)C5=CN=CC=C5. Cell line: MCF7. Synergy scores: CSS=0.441, Synergy_ZIP=0.00693, Synergy_Bliss=-1.06, Synergy_Loewe=-0.507, Synergy_HSA=-1.68. (5) Drug 1: C1=C(C(=O)NC(=O)N1)N(CCCl)CCCl. Drug 2: CC(C1=C(C=CC(=C1Cl)F)Cl)OC2=C(N=CC(=C2)C3=CN(N=C3)C4CCNCC4)N. Cell line: ACHN. Synergy scores: CSS=60.8, Synergy_ZIP=-4.40, Synergy_Bliss=-6.17, Synergy_Loewe=-5.55, Synergy_HSA=-5.06.